Dataset: Forward reaction prediction with 1.9M reactions from USPTO patents (1976-2016). Task: Predict the product of the given reaction. The product is: [NH2:37][C:36]1[C:31]([CH3:30])=[CH:32][C:33]([N:40]([CH2:12][CH2:13][C@@H:14]2[CH2:16][C@@H:15]2[CH:17]2[CH2:18][CH2:19][N:20]([C:23]3[N:24]=[CH:25][C:26]([Cl:29])=[CH:27][N:28]=3)[CH2:21][CH2:22]2)[C:41](=[O:47])[O:42][C:43]([CH3:44])([CH3:45])[CH3:46])=[N:34][CH:35]=1. Given the reactants CC1C=CC(S(O[CH2:12][CH2:13][C@@H:14]2[CH2:16][C@@H:15]2[CH:17]2[CH2:22][CH2:21][N:20]([C:23]3[N:28]=[CH:27][C:26]([Cl:29])=[CH:25][N:24]=3)[CH2:19][CH2:18]2)(=O)=O)=CC=1.[CH3:30][C:31]1[C:36]([N+:37]([O-])=O)=[CH:35][N:34]=[C:33]([NH:40][C:41](=[O:47])[O:42][C:43]([CH3:46])([CH3:45])[CH3:44])[CH:32]=1, predict the reaction product.